Task: Predict the reactants needed to synthesize the given product.. Dataset: Full USPTO retrosynthesis dataset with 1.9M reactions from patents (1976-2016) (1) Given the product [C:1]([O:5][C:6]([N:8]1[CH2:12][CH:11]([C:13]#[N:14])[CH2:10][CH:9]1[C:15]1[NH:16][C:17]([C:20]2[CH:25]=[CH:24][C:23]([C:62]3[CH:61]=[CH:60][C:59]4[C:64](=[CH:65][CH:66]=[C:57]([C:54]5[NH:53][C:52]([CH:51]6[CH2:50][C:47]7([CH2:48][CH2:49]7)[CH2:46][N:45]6[C:43](=[O:44])[CH:39]([NH:38][C:37]([O:36][CH3:35])=[O:68])[CH:40]([CH3:42])[CH3:41])=[N:56][CH:55]=5)[CH:58]=4)[CH:63]=3)=[CH:22][CH:21]=2)=[CH:18][N:19]=1)=[O:7])([CH3:3])([CH3:4])[CH3:2], predict the reactants needed to synthesize it. The reactants are: [C:1]([O:5][C:6]([N:8]1[CH2:12][CH:11]([C:13]#[N:14])[CH2:10][CH:9]1[C:15]1[NH:16][C:17]([C:20]2[CH:25]=[CH:24][C:23](B3OC(C)(C)C(C)(C)O3)=[CH:22][CH:21]=2)=[CH:18][N:19]=1)=[O:7])([CH3:4])([CH3:3])[CH3:2].[CH3:35][O:36][C:37](=[O:68])[NH:38][CH:39]([C:43]([N:45]1[CH:51]([C:52]2[NH:53][C:54]([C:57]3[CH:66]=[CH:65][C:64]4[C:59](=[CH:60][CH:61]=[C:62](Br)[CH:63]=4)[CH:58]=3)=[CH:55][N:56]=2)[CH2:50][C:47]2([CH2:49][CH2:48]2)[CH2:46]1)=[O:44])[CH:40]([CH3:42])[CH3:41].C([O-])([O-])=O.[K+].[K+]. (2) Given the product [Cl:19][C:14]1[CH:13]=[C:12]([N:9]2[C:10]([CH3:11])=[C:6]([CH2:4][OH:3])[N:7]=[CH:8]2)[CH:17]=[CH:16][C:15]=1[Cl:18], predict the reactants needed to synthesize it. The reactants are: C([O:3][C:4]([C:6]1[N:7]=[CH:8][N:9]([C:12]2[CH:17]=[CH:16][C:15]([Cl:18])=[C:14]([Cl:19])[CH:13]=2)[C:10]=1[CH3:11])=O)C.C1COCC1.[C@H](O)(C([O-])=O)[C@@H](O)C([O-])=O.[Na+].[K+]. (3) Given the product [F:13][C:5]1[C:6]([CH2:8][S:9]([CH3:12])(=[O:11])=[O:10])=[CH:7][C:2]([C:25]2[C:24]3[C:19](=[CH:20][CH:21]=[C:22]([C:36]4[CH:37]=[N:38][N:39]([CH3:41])[CH:40]=4)[CH:23]=3)[C:18](=[O:42])[N:17]([CH3:16])[CH:26]=2)=[C:3]([O:14][CH3:15])[CH:4]=1, predict the reactants needed to synthesize it. The reactants are: Br[C:2]1[CH:7]=[C:6]([CH2:8][S:9]([CH3:12])(=[O:11])=[O:10])[C:5]([F:13])=[CH:4][C:3]=1[O:14][CH3:15].[CH3:16][N:17]1[CH:26]=[C:25](B2OC(C)(C)C(C)(C)O2)[C:24]2[C:19](=[CH:20][CH:21]=[C:22]([C:36]3[CH:37]=[N:38][N:39]([CH3:41])[CH:40]=3)[CH:23]=2)[C:18]1=[O:42].[O-]P([O-])([O-])=O.[K+].[K+].[K+]. (4) Given the product [Br:7][C:8]1[CH:20]=[N:19][C:11]2[NH:12][CH2:13][C@H:14]([CH3:17])[NH:15][CH2:16][C:10]=2[CH:9]=1, predict the reactants needed to synthesize it. The reactants are: [H-].[H-].[H-].[H-].[Li+].[Al+3].[Br:7][C:8]1[CH:20]=[N:19][C:11]2[NH:12][C:13](=O)[C@H:14]([CH3:17])[NH:15][CH2:16][C:10]=2[CH:9]=1. (5) Given the product [C:6]([CH:5]([CH2:1][CH:2]([CH3:4])[CH3:3])[CH2:8][C:11]([OH:14])=[O:12])#[N:7], predict the reactants needed to synthesize it. The reactants are: [CH2:1]([CH:5]([CH2:8]C#N)[C:6]#[N:7])[CH:2]([CH3:4])[CH3:3].[C:11]([O-:14])(O)=[O:12].[Na+].Cl. (6) Given the product [CH2:1]([O:3][C:4]([C@@H:5]1[C@H:26]([C:25]2[CH:32]=[CH:33][CH:34]=[CH:35][CH:24]=2)[C@H:6]1[C:7]1[CH:8]=[N:9][CH:10]=[C:11]([Cl:13])[CH:12]=1)=[O:14])[CH3:2], predict the reactants needed to synthesize it. The reactants are: [CH2:1]([O:3][C:4](=[O:14])/[CH:5]=[CH:6]/[C:7]1[CH:8]=[N:9][CH:10]=[C:11]([Cl:13])[CH:12]=1)[CH3:2].[O-]S(C(F)(F)F)(=O)=O.F[C:24]1[CH:35]=[CH:34][CH:33]=[CH:32][C:25]=1[CH2:26][S+]1CCCC1. (7) Given the product [C:1]([O:5][C:6]([N:8]1[C:17]2[C:12](=[CH:13][C:14]([O:18][CH2:23][CH:22]=[CH:21][CH2:20][Br:19])=[CH:15][CH:16]=2)[CH2:11][CH2:10][CH2:9]1)=[O:7])([CH3:4])([CH3:2])[CH3:3], predict the reactants needed to synthesize it. The reactants are: [C:1]([O:5][C:6]([N:8]1[C:17]2[C:12](=[CH:13][C:14]([OH:18])=[CH:15][CH:16]=2)[CH2:11][CH2:10][CH2:9]1)=[O:7])([CH3:4])([CH3:3])[CH3:2].[Br:19][CH:20]=[CH:21][CH2:22][CH2:23]Br. (8) Given the product [CH:9]([C:10]1[CH:11]=[CH:12][CH:13]=[CH:14][C:15]=1[CH3:16])=[CH2:8], predict the reactants needed to synthesize it. The reactants are: [OH-].[Na+].B(O)(O)O.C[CH:8]=[CH:9][C:10]1[CH:15]=[CH:14][CH:13]=[CH:12][CH:11]=1.[CH3:16]C(CC(C)C)O.C(OOC(=O)C1C=CC=CC=1)(=O)C1C=CC=CC=1. (9) The reactants are: [CH:1]1[N:5]=[C:4]([NH2:6])[S:3][CH:2]=1.[CH3:7][C:8]#N.[Cl:10][CH2:11][CH2:12][C:13]1[CH:21]=[CH:20][C:16]([C:17]([OH:19])=O)=[CH:15][CH:14]=1.F[P-](F)(F)(F)(F)F.N1(O[P+](N(C)C)(N(C)C)N(C)C)[C:33]2[CH:34]=[CH:35][CH:36]=[CH:37][C:32]=2N=N1.C[CH2:50][O:51][C:52]([CH3:54])=O. Given the product [CH2:33]([C:32]1[CH:37]=[CH:54][C:52]([O:51][CH3:50])=[C:7]([C:1]2[N:5]=[C:4]([NH:6][C:17](=[O:19])[C:16]3[CH:15]=[CH:14][C:13]([CH2:12][CH2:11][Cl:10])=[CH:21][CH:20]=3)[S:3][CH:2]=2)[CH:8]=1)[CH2:34][CH2:35][CH3:36], predict the reactants needed to synthesize it.